Dataset: Full USPTO retrosynthesis dataset with 1.9M reactions from patents (1976-2016). Task: Predict the reactants needed to synthesize the given product. (1) Given the product [CH2:20]([C:19]([C:16]1[CH:17]=[CH:18][C:13]([C:10]2[CH:9]=[CH:8][C:7]([CH2:6][C:5]([OH:44])=[O:4])=[CH:12][CH:11]=2)=[C:14]([CH3:43])[CH:15]=1)([C:22]1[CH:27]=[CH:26][C:25]([CH2:28][CH2:29][C:30]([OH:39])([C:35]([F:38])([F:36])[F:37])[C:31]([F:34])([F:33])[F:32])=[C:24]([CH3:40])[CH:23]=1)[CH2:41][CH3:42])[CH3:21], predict the reactants needed to synthesize it. The reactants are: [OH-].[Na+].C[O:4][C:5](=[O:44])[CH2:6][C:7]1[CH:12]=[CH:11][C:10]([C:13]2[CH:18]=[CH:17][C:16]([C:19]([CH2:41][CH3:42])([C:22]3[CH:27]=[CH:26][C:25]([CH2:28][CH2:29][C:30]([OH:39])([C:35]([F:38])([F:37])[F:36])[C:31]([F:34])([F:33])[F:32])=[C:24]([CH3:40])[CH:23]=3)[CH2:20][CH3:21])=[CH:15][C:14]=2[CH3:43])=[CH:9][CH:8]=1.[Cl-].[NH4+]. (2) Given the product [CH2:17]([O:16][CH2:15][N:14]1[C:3]2[C:2]([NH2:1])=[N:7][C:6]([CH2:8][CH2:9][CH2:10][CH3:11])=[N:5][C:4]=2[C:12]([C:24]#[C:25][CH2:26][CH2:27][CH2:28][N:34]2[CH2:35][CH:32]([CH3:31])[CH2:33]2)=[CH:13]1)[C:18]1[CH:23]=[CH:22][CH:21]=[CH:20][CH:19]=1, predict the reactants needed to synthesize it. The reactants are: [NH2:1][C:2]1[C:3]2[N:14]([CH2:15][O:16][CH2:17][C:18]3[CH:23]=[CH:22][CH:21]=[CH:20][CH:19]=3)[CH:13]=[C:12]([C:24]#[C:25][CH2:26][CH2:27][CH:28]=O)[C:4]=2[N:5]=[C:6]([CH2:8][CH2:9][CH2:10][CH3:11])[N:7]=1.Cl.[CH3:31][CH:32]1[CH2:35][NH:34][CH2:33]1.C(N(CC)CC)C.C(O[BH-](OC(=O)C)OC(=O)C)(=O)C.[Na+]. (3) The reactants are: [CH3:1][N:2]1[CH:7]=[CH:6][C:5]([O:8]N2C3=NC=CC=C3N=N2)=[N:4][C:3]1=[O:18].[C:19]([C:22]1[CH:23]=[C:24](B(O)O)[CH:25]=[CH:26][CH:27]=1)(=[O:21])[CH3:20].C([O-])([O-])=O.[Cs+].[Cs+]. Given the product [C:19]([C:22]1[CH:27]=[C:26]([CH:25]=[CH:24][CH:23]=1)[O:8][C:5]1[CH:6]=[CH:7][N:2]([CH3:1])[C:3](=[O:18])[N:4]=1)(=[O:21])[CH3:20], predict the reactants needed to synthesize it. (4) Given the product [F:19][C:16]1[CH:15]=[CH:14][C:13]([N:12]2[C:11](=[O:20])[CH:10]([CH2:21][CH2:22][CH:23]([C:25]3[CH:26]=[CH:27][C:28]([F:31])=[CH:29][CH:30]=3)[OH:24])[CH:9]2[C:5]2[CH:4]=[C:3]([CH:8]=[CH:7][CH:6]=2)[CH2:2][NH:1][C:44]([CH2:43][O:42][CH2:41][CH2:40][O:39][CH2:38][CH2:37][NH:36][C:34](=[O:35])[CH:33]([OH:32])[CH:47]([OH:54])[CH:48]([OH:53])[CH:49]([OH:52])[CH2:50][OH:51])=[O:45])=[CH:18][CH:17]=1, predict the reactants needed to synthesize it. The reactants are: [NH2:1][CH2:2][C:3]1[CH:4]=[C:5]([CH:9]2[N:12]([C:13]3[CH:18]=[CH:17][C:16]([F:19])=[CH:15][CH:14]=3)[C:11](=[O:20])[CH:10]2[CH2:21][CH2:22][CH:23]([C:25]2[CH:30]=[CH:29][C:28]([F:31])=[CH:27][CH:26]=2)[OH:24])[CH:6]=[CH:7][CH:8]=1.[OH:32][CH:33]([CH:47]([OH:54])[CH:48]([OH:53])[CH:49]([OH:52])[CH2:50][OH:51])[C:34]([NH:36][CH2:37][CH2:38][O:39][CH2:40][CH2:41][O:42][CH2:43][C:44](O)=[O:45])=[O:35].C(N=C=NC(C)C)(C)C.OC1C2N=NNC=2C=CC=1. (5) Given the product [NH2:32][C:5]1[CH:6]=[CH:7][C:8]([CH2:10][N:11]([CH2:23][C:24]2[CH:29]=[CH:28][C:27]([Cl:30])=[C:26]([Cl:31])[CH:25]=2)[S:12]([C:15]2[CH:20]=[CH:19][CH:18]=[CH:17][C:16]=2[O:21][CH3:22])(=[O:14])=[O:13])=[CH:9][C:4]=1[C:3]([O:2][CH3:1])=[O:35], predict the reactants needed to synthesize it. The reactants are: [CH3:1][O:2][C:3](=[O:35])[C:4]1[CH:9]=[C:8]([CH2:10][N:11]([CH2:23][C:24]2[CH:29]=[CH:28][C:27]([Cl:30])=[C:26]([Cl:31])[CH:25]=2)[S:12]([C:15]2[CH:20]=[CH:19][CH:18]=[CH:17][C:16]=2[O:21][CH3:22])(=[O:14])=[O:13])[CH:7]=[CH:6][C:5]=1[N+:32]([O-])=O.O.Cl. (6) Given the product [CH:21]1([NH:26][C:27]2[C:32]([CH:33]=[CH:9][S:10]([C:13]3[CH:18]=[CH:17][C:16]([F:19])=[CH:15][C:14]=3[F:20])(=[O:11])=[O:12])=[CH:31][N:30]=[C:29]([S:35][CH3:36])[N:28]=2)[CH2:22][CH2:23][CH2:24][CH2:25]1, predict the reactants needed to synthesize it. The reactants are: C(OP([CH2:9][S:10]([C:13]1[CH:18]=[CH:17][C:16]([F:19])=[CH:15][C:14]=1[F:20])(=[O:12])=[O:11])(=O)OCC)C.[CH:21]1([NH:26][C:27]2[C:32]([CH:33]=O)=[CH:31][N:30]=[C:29]([S:35][CH3:36])[N:28]=2)[CH2:25][CH2:24][CH2:23][CH2:22]1. (7) Given the product [Br:1][C:2]1[CH:10]=[C:9]2[C:5]([CH:6]=[CH:7][N:8]2[S:14]([CH3:13])(=[O:16])=[O:15])=[CH:4][CH:3]=1, predict the reactants needed to synthesize it. The reactants are: [Br:1][C:2]1[CH:10]=[C:9]2[C:5]([CH:6]=[CH:7][NH:8]2)=[CH:4][CH:3]=1.[H-].[Na+].[CH3:13][S:14](Cl)(=[O:16])=[O:15].